From a dataset of NCI-60 drug combinations with 297,098 pairs across 59 cell lines. Regression. Given two drug SMILES strings and cell line genomic features, predict the synergy score measuring deviation from expected non-interaction effect. (1) Drug 1: CC1=C(C=C(C=C1)NC2=NC=CC(=N2)N(C)C3=CC4=NN(C(=C4C=C3)C)C)S(=O)(=O)N.Cl. Drug 2: C1=CC(=C2C(=C1NCCNCCO)C(=O)C3=C(C=CC(=C3C2=O)O)O)NCCNCCO. Cell line: HL-60(TB). Synergy scores: CSS=41.0, Synergy_ZIP=9.81, Synergy_Bliss=3.29, Synergy_Loewe=-40.1, Synergy_HSA=-5.46. (2) Drug 1: CC1=C2C(C(=O)C3(C(CC4C(C3C(C(C2(C)C)(CC1OC(=O)C(C(C5=CC=CC=C5)NC(=O)OC(C)(C)C)O)O)OC(=O)C6=CC=CC=C6)(CO4)OC(=O)C)OC)C)OC. Drug 2: CC(C)CN1C=NC2=C1C3=CC=CC=C3N=C2N. Cell line: SF-295. Synergy scores: CSS=52.0, Synergy_ZIP=9.86, Synergy_Bliss=8.65, Synergy_Loewe=-22.2, Synergy_HSA=9.28.